From a dataset of Forward reaction prediction with 1.9M reactions from USPTO patents (1976-2016). Predict the product of the given reaction. (1) Given the reactants Br[C:2]1[C:3]([F:17])=[C:4]2[O:8][C:7]([CH:9]3[CH2:11][CH2:10]3)=[N:6][C:5]2=[C:12]([C:15]#[N:16])[C:13]=1[CH3:14].[F:18][C:19]1[CH:20]=[C:21](B(O)O)[CH:22]=[C:23]([F:25])[CH:24]=1.P([O-])([O-])([O-])=O.[K+].[K+].[K+].[Cl-].[NH4+], predict the reaction product. The product is: [CH:9]1([C:7]2[O:8][C:4]3[C:5](=[C:12]([C:15]#[N:16])[C:13]([CH3:14])=[C:2]([C:21]4[CH:20]=[C:19]([F:18])[CH:24]=[C:23]([F:25])[CH:22]=4)[C:3]=3[F:17])[N:6]=2)[CH2:11][CH2:10]1. (2) Given the reactants [O:1]1[C:5]2[CH:6]=[CH:7][CH:8]=[CH:9][C:4]=2[N:3]=[C:2]1[NH:10][C:11]1[CH:16]=[CH:15][C:14]([NH:17][C:18]2[C:23]([N+:24]([O-])=O)=[CH:22][N:21]=[CH:20][N:19]=2)=[CH:13][CH:12]=1, predict the reaction product. The product is: [O:1]1[C:5]2[CH:6]=[CH:7][CH:8]=[CH:9][C:4]=2[N:3]=[C:2]1[NH:10][C:11]1[CH:16]=[CH:15][C:14]([NH:17][C:18]2[C:23]([NH2:24])=[CH:22][N:21]=[CH:20][N:19]=2)=[CH:13][CH:12]=1. (3) Given the reactants [CH3:1][N:2]([CH3:7])[CH2:3][CH2:4][CH2:5][NH2:6].[C:8](Cl)(=[O:22])[CH2:9][CH2:10][CH2:11][CH2:12][CH2:13][CH2:14][CH2:15][CH2:16][CH2:17][CH2:18][CH2:19][CH2:20][CH3:21], predict the reaction product. The product is: [CH3:1][N:2]([CH3:7])[CH2:3][CH2:4][CH2:5][NH:6][C:8](=[O:22])[CH2:9][CH2:10][CH2:11][CH2:12][CH2:13][CH2:14][CH2:15][CH2:16][CH2:17][CH2:18][CH2:19][CH2:20][CH3:21]. (4) Given the reactants [N:1]1[CH:6]=[CH:5][C:4]([C:7](=O)[CH2:8][C:9]([O:11]CC)=O)=[N:3][CH:2]=1.Br.[CH3:16][C:17]1([CH3:23])[NH:21][C:20]([NH2:22])=[N:19][CH2:18]1.C(=O)([O-])[O-].[K+].[K+], predict the reaction product. The product is: [CH3:16][C:17]1([CH3:23])[CH2:18][N:19]2[C:9](=[O:11])[CH:8]=[C:7]([C:4]3[CH:5]=[CH:6][N:1]=[CH:2][N:3]=3)[N:22]=[C:20]2[NH:21]1.